From a dataset of Forward reaction prediction with 1.9M reactions from USPTO patents (1976-2016). Predict the product of the given reaction. Given the reactants Br[CH2:2][C:3]([C:5]1[CH:10]=[CH:9][N:8]=[C:7]([Cl:11])[N:6]=1)=O.[CH2:12]([C:14]([CH2:19]C)([CH3:18])[C:15](=[S:17])[NH2:16])C, predict the reaction product. The product is: [C:14]([C:15]1[S:17][CH:2]=[C:3]([C:5]2[CH:10]=[CH:9][N:8]=[C:7]([Cl:11])[N:6]=2)[N:16]=1)([CH3:19])([CH3:18])[CH3:12].